From a dataset of Forward reaction prediction with 1.9M reactions from USPTO patents (1976-2016). Predict the product of the given reaction. (1) Given the reactants [CH2:1]([O:3][C:4](=[O:25])[C:5](=[CH:11][C:12]1[CH:17]=[CH:16][C:15]([N:18]2[CH2:23][CH2:22][C:21](=O)[CH2:20][CH2:19]2)=[CH:14][CH:13]=1)[C:6]([O:8][CH2:9][CH3:10])=[O:7])[CH3:2].[NH2:26][CH2:27][C@@H:28]([C:30]1[CH:31]=[CH:32][C:33]([OH:41])=[C:34]([NH:36][S:37]([CH3:40])(=[O:39])=[O:38])[CH:35]=1)[OH:29], predict the reaction product. The product is: [CH2:1]([O:3][C:4](=[O:25])[C:5](=[CH:11][C:12]1[CH:17]=[CH:16][C:15]([N:18]2[CH2:19][CH2:20][CH:21]([NH:26][CH2:27][C@H:28]([OH:29])[C:30]3[CH:31]=[CH:32][C:33]([OH:41])=[C:34]([NH:36][S:37]([CH3:40])(=[O:39])=[O:38])[CH:35]=3)[CH2:22][CH2:23]2)=[CH:14][CH:13]=1)[C:6]([O:8][CH2:9][CH3:10])=[O:7])[CH3:2]. (2) Given the reactants [N:1]1[CH:6]=[CH:5][CH:4]=[CH:3][C:2]=1[N:7]1[C:11]([NH2:12])=[CH:10][CH:9]=[N:8]1.[Cl:13][C:14]1[CH:19]=[CH:18][C:17]([S:20](Cl)(=[O:22])=[O:21])=[CH:16][CH:15]=1, predict the reaction product. The product is: [Cl:13][C:14]1[CH:19]=[CH:18][C:17]([S:20]([NH:12][C:11]2[N:7]([C:2]3[CH:3]=[CH:4][CH:5]=[CH:6][N:1]=3)[N:8]=[CH:9][CH:10]=2)(=[O:22])=[O:21])=[CH:16][CH:15]=1. (3) Given the reactants [NH2:1][C:2]1[CH:3]=[C:4]([NH:8][C:9]([NH:11][C:12]2[CH:17]=[CH:16][CH:15]=[C:14]([CH2:18][O:19][CH2:20][CH2:21][O:22][CH2:23][CH2:24][CH2:25][CH2:26][CH2:27][CH2:28][N:29]3[CH2:33][C@@H:32]([C:34]4[CH:45]=[CH:44][C:37]5[O:38][C:39]([CH3:43])([CH3:42])[O:40][CH2:41][C:36]=5[CH:35]=4)[O:31][C:30]3=[O:46])[CH:13]=2)=[O:10])[CH:5]=[CH:6][CH:7]=1.Cl.[C:48](Cl)(=[O:55])[C:49]1[CH:54]=[CH:53][CH:52]=[N:51][CH:50]=1.C(=O)(O)[O-].[Na+], predict the reaction product. The product is: [CH3:43][C:39]1([CH3:42])[O:38][C:37]2[CH:44]=[CH:45][C:34]([C@H:32]3[O:31][C:30](=[O:46])[N:29]([CH2:28][CH2:27][CH2:26][CH2:25][CH2:24][CH2:23][O:22][CH2:21][CH2:20][O:19][CH2:18][C:14]4[CH:13]=[C:12]([NH:11][C:9]([NH:8][C:4]5[CH:3]=[C:2]([NH:1][C:48]([C:49]6[CH:50]=[N:51][CH:52]=[CH:53][CH:54]=6)=[O:55])[CH:7]=[CH:6][CH:5]=5)=[O:10])[CH:17]=[CH:16][CH:15]=4)[CH2:33]3)=[CH:35][C:36]=2[CH2:41][O:40]1. (4) Given the reactants C1(=O)OC(=[O:5])C2=CC=CC=C12.[NH2:12][C:13]1[N:18]=[C:17]([NH:19][CH2:20][CH2:21][CH2:22][CH2:23][CH2:24][CH3:25])[CH:16]=[C:15](Cl)[N:14]=1.S([O-])(O)=O.[Na+].[OH-].[Na+], predict the reaction product. The product is: [NH2:12][C:13]1[N+:18]([O-:5])=[C:17]([NH:19][CH2:20][CH2:21][CH2:22][CH2:23][CH2:24][CH3:25])[CH:16]=[CH:15][N:14]=1. (5) Given the reactants [CH2:1]([N:8]([CH3:20])[S:9]([C:12]1[CH:17]=[CH:16][CH:15]=[C:14]([CH:18]=O)[CH:13]=1)(=[O:11])=[O:10])[C:2]1[CH:7]=[CH:6][CH:5]=[CH:4][CH:3]=1.[C:21]([N:28]1[CH2:33][CH2:32][NH:31][CH2:30][CH2:29]1)([O:23][C:24]([CH3:27])([CH3:26])[CH3:25])=[O:22].C(O[BH-](OC(=O)C)OC(=O)C)(=O)C.[Na+], predict the reaction product. The product is: [CH2:1]([N:8]([CH3:20])[S:9]([C:12]1[CH:13]=[C:14]([CH:15]=[CH:16][CH:17]=1)[CH2:18][N:31]1[CH2:30][CH2:29][N:28]([C:21]([O:23][C:24]([CH3:27])([CH3:26])[CH3:25])=[O:22])[CH2:33][CH2:32]1)(=[O:11])=[O:10])[C:2]1[CH:7]=[CH:6][CH:5]=[CH:4][CH:3]=1. (6) Given the reactants C([O:3][C:4](=O)[CH2:5][CH2:6][C:7]1([CH2:20][C:21]2([CH2:34][CH2:35][C:36](OCC)=[O:37])[C:33]3[CH:32]=[CH:31][CH:30]=[CH:29][C:28]=3[C:27]3[C:22]2=[CH:23][CH:24]=[CH:25][CH:26]=3)[C:19]2[CH:18]=[CH:17][CH:16]=[CH:15][C:14]=2[C:13]2[C:8]1=[CH:9][CH:10]=[CH:11][CH:12]=2)C.[H-].[Al+3].[Li+].[H-].[H-].[H-].O.[OH-].[Na+], predict the reaction product. The product is: [OH:3][CH2:4][CH2:5][CH2:6][C:7]1([CH2:20][C:21]2([CH2:34][CH2:35][CH2:36][OH:37])[C:22]3[CH:23]=[CH:24][CH:25]=[CH:26][C:27]=3[C:28]3[C:33]2=[CH:32][CH:31]=[CH:30][CH:29]=3)[C:19]2[CH:18]=[CH:17][CH:16]=[CH:15][C:14]=2[C:13]2[C:8]1=[CH:9][CH:10]=[CH:11][CH:12]=2. (7) Given the reactants [O:1]1[CH:5]=[CH:4][C:3]([O:6][CH2:7][C@@H:8]2[O:12][C:11](=[O:13])[N:10]([C:14]3[CH:19]=[CH:18][C:17]([C:20]4[CH2:25][CH2:24][N:23]([CH:26]5[CH2:31][O:30]C(C)(C)[O:28][CH2:27]5)[CH2:22][CH:21]=4)=[C:16]([F:34])[CH:15]=3)[CH2:9]2)=[N:2]1.Cl.N, predict the reaction product. The product is: [O:1]1[CH:5]=[CH:4][C:3]([O:6][CH2:7][C@@H:8]2[O:12][C:11](=[O:13])[N:10]([C:14]3[CH:19]=[CH:18][C:17]([C:20]4[CH2:25][CH2:24][N:23]([CH:26]([CH2:27][OH:28])[CH2:31][OH:30])[CH2:22][CH:21]=4)=[C:16]([F:34])[CH:15]=3)[CH2:9]2)=[N:2]1.